Dataset: Forward reaction prediction with 1.9M reactions from USPTO patents (1976-2016). Task: Predict the product of the given reaction. (1) Given the reactants [Br:1][C:2]1[CH:7]=[C:6]([N+:8]([O-:10])=[O:9])[CH:5]=[C:4]([N+]([O-])=O)[C:3]=1[F:14].BrC1C(F)=C(N)C=C([N+]([O-])=O)C=1, predict the reaction product. The product is: [Br:1][C:2]1[CH:7]=[C:6]([N+:8]([O-:10])=[O:9])[CH:5]=[CH:4][C:3]=1[F:14]. (2) Given the reactants C([C@@H]([C@H](C(O)=O)O)O)(O)=O.[CH2:11]([C:18]12[C:26](=[O:27])[N:25]([CH3:28])[N:24]=[C:23]1[CH2:22][CH2:21][NH:20][CH2:19]2)[C:12]1[CH:17]=[CH:16][CH:15]=[CH:14][CH:13]=1.C(C(C(C([O-])=O)O)O)([O-])=O.[CH2:39]([O:46][CH2:47][CH:48]([NH:52][C:53](=[O:65])[C:54]([NH:57][C:58]([O:60][C:61]([CH3:64])([CH3:63])[CH3:62])=[O:59])([CH3:56])[CH3:55])[C:49](O)=[O:50])[C:40]1[CH:45]=[CH:44][CH:43]=[CH:42][CH:41]=1.C(OC(C)C)(C)C.Cl.C([O-])([O-])=O.[Na+].[Na+], predict the reaction product. The product is: [C:61]([O:60][C:58](=[O:59])[NH:57][C:54]([C:53](=[O:65])[NH:52][C@H:48]([CH2:47][O:46][CH2:39][C:40]1[CH:45]=[CH:44][CH:43]=[CH:42][CH:41]=1)[C:49]([N:20]1[CH2:21][CH2:22][C:23]2=[N:24][N:25]([CH3:28])[C:26](=[O:27])[C@:18]2([CH2:11][C:12]2[CH:17]=[CH:16][CH:15]=[CH:14][CH:13]=2)[CH2:19]1)=[O:50])([CH3:56])[CH3:55])([CH3:62])([CH3:63])[CH3:64]. (3) Given the reactants N[C@@H]1CCCN(C2C(Br)=CN=C3NC=C(N[C:19]([C:21]4[CH:22]=[N:23][N:24]([CH2:26][C:27]5[CH:32]=[CH:31][C:30]([F:33])=[CH:29][CH:28]=5)[CH:25]=4)=[O:20])C=23)C1.CN(C=O)C.[C:39]([O:43][C:44](=[O:66])[NH:45][C@@H:46]1[CH2:51][CH2:50][CH2:49][N:48]([C:52]2[C:57]([C:58]([F:61])([F:60])[F:59])=[CH:56][N:55]=[C:54]3[NH:62][CH:63]=[C:64]([NH2:65])[C:53]=23)[CH2:47]1)([CH3:42])([CH3:41])[CH3:40].CCN(CC)CC, predict the reaction product. The product is: [C:39]([O:43][C:44](=[O:66])[NH:45][C@@H:46]1[CH2:51][CH2:50][CH2:49][N:48]([C:52]2[C:57]([C:58]([F:59])([F:61])[F:60])=[CH:56][N:55]=[C:54]3[NH:62][CH:63]=[C:64]([NH:65][C:19]([C:21]4[CH:22]=[N:23][N:24]([CH2:26][C:27]5[CH:32]=[CH:31][C:30]([F:33])=[CH:29][CH:28]=5)[CH:25]=4)=[O:20])[C:53]=23)[CH2:47]1)([CH3:42])([CH3:40])[CH3:41]. (4) Given the reactants [N+:1]([C:4]1[CH:9]=[C:8]([N+:10]([O-:12])=[O:11])[CH:7]=[CH:6][C:5]=1[OH:13])([O-:3])=[O:2].C(=O)([O-])[O-].[K+].[K+].[Br:20][CH2:21][CH:22]=[CH:23][CH2:24]Br, predict the reaction product. The product is: [Br:20][CH2:21][CH:22]=[CH:23][CH2:24][O:13][C:5]1[CH:6]=[CH:7][C:8]([N+:10]([O-:12])=[O:11])=[CH:9][C:4]=1[N+:1]([O-:3])=[O:2].